This data is from Peptide-MHC class II binding affinity with 134,281 pairs from IEDB. The task is: Regression. Given a peptide amino acid sequence and an MHC pseudo amino acid sequence, predict their binding affinity value. This is MHC class II binding data. (1) The peptide sequence is EKKYFAATQFFPLAA. The MHC is DRB1_1602 with pseudo-sequence DRB1_1602. The binding affinity (normalized) is 0.617. (2) The peptide sequence is FLAFVVFLLVTLAIL. The MHC is DRB1_0101 with pseudo-sequence DRB1_0101. The binding affinity (normalized) is 0.741.